Predict which catalyst facilitates the given reaction. From a dataset of Catalyst prediction with 721,799 reactions and 888 catalyst types from USPTO. (1) Reactant: [CH3:1][C:2]1[CH:6]=[C:5]([CH3:7])[N:4]([C:8]2[CH:13]=[CH:12][C:11]([C:14](O)=[O:15])=[CH:10][C:9]=2[OH:17])[N:3]=1.Cl.[CH3:19][N:20](C)[CH2:21]CCN=C=NCC.ON1C2C=CC=CC=2N=N1.CNC. Product: [CH3:1][C:2]1[CH:6]=[C:5]([CH3:7])[N:4]([C:8]2[CH:13]=[CH:12][C:11]([C:14]([N:20]([CH3:21])[CH3:19])=[O:15])=[CH:10][C:9]=2[OH:17])[N:3]=1. The catalyst class is: 18. (2) Reactant: [Cl:1][C:2]1[CH:3]=[C:4]([CH:8]=[CH:9][C:10]=1[F:11])[C:5](O)=[O:6].Cl.CN.Cl.[CH2:16]([N:18]=C=NCCCN(C)C)C.O.N1(O)C2C=CC=CC=2N=N1.CN1CCOCC1. Product: [Cl:1][C:2]1[CH:3]=[C:4]([CH:8]=[CH:9][C:10]=1[F:11])[C:5]([NH:18][CH3:16])=[O:6]. The catalyst class is: 18. (3) Reactant: [F:1][C:2]1[CH:7]=[CH:6][CH:5]=[C:4]([F:8])[C:3]=1[N:9]1[C:13]2=[N:14][C:15]([OH:23])=[C:16](C(OCC)=O)[N:17]=[C:12]2[CH:11]=[N:10]1.[OH-].[Li+].C1C(=O)N([Br:33])C(=O)C1. Product: [Br:33][C:16]1[C:15](=[O:23])[NH:14][C:13]2[N:9]([C:3]3[C:2]([F:1])=[CH:7][CH:6]=[CH:5][C:4]=3[F:8])[N:10]=[CH:11][C:12]=2[N:17]=1. The catalyst class is: 578. (4) Reactant: [CH2:1]([N:8]1[C:12]2=[C:13]([NH:20][CH2:21][C:22]3[CH:27]=[CH:26][C:25]([F:28])=[CH:24][CH:23]=3)[N:14]=[C:15]([C:17]([NH2:19])=[O:18])[CH:16]=[C:11]2[C:10]([CH3:29])=[C:9]1[CH3:30])[C:2]1[CH:7]=[CH:6][CH:5]=[CH:4][CH:3]=1.[ClH:31]. Product: [ClH:31].[CH2:1]([N:8]1[C:12]2=[C:13]([NH:20][CH2:21][C:22]3[CH:23]=[CH:24][C:25]([F:28])=[CH:26][CH:27]=3)[N:14]=[C:15]([C:17]([NH2:19])=[O:18])[CH:16]=[C:11]2[C:10]([CH3:29])=[C:9]1[CH3:30])[C:2]1[CH:3]=[CH:4][CH:5]=[CH:6][CH:7]=1. The catalyst class is: 13. (5) Reactant: [F:1][C:2]([F:20])([F:19])[C@H:3](OS(C(F)(F)F)(=O)=O)[C:4]1[CH:9]=[CH:8][C:7]([F:10])=[CH:6][CH:5]=1.CCN(C(C)C)C(C)C.Cl.[NH2:31][C@@H:32]([CH2:36][S:37]([N:40]1[CH2:45][CH2:44][O:43][CH2:42][CH2:41]1)(=[O:39])=[O:38])[C:33]([OH:35])=[O:34]. Product: [N:40]1([S:37]([CH2:36][C@H:32]([NH:31][C@@H:3]([C:4]2[CH:5]=[CH:6][C:7]([F:10])=[CH:8][CH:9]=2)[C:2]([F:1])([F:19])[F:20])[C:33]([OH:35])=[O:34])(=[O:39])=[O:38])[CH2:41][CH2:42][O:43][CH2:44][CH2:45]1. The catalyst class is: 158. (6) Reactant: [NH2:1][CH2:2][CH2:3][O:4][CH2:5][CH2:6][N:7]1[C:19]2[C:18]3[CH:17]=[CH:16][CH:15]=[CH:14][C:13]=3[N:12]=[C:11]([NH2:20])[C:10]=2[N:9]=[C:8]1[CH2:21][O:22][CH2:23][CH3:24].C(N(CC)CC)C.[CH3:32][S:33](Cl)(=[O:35])=[O:34].C(Cl)(Cl)Cl. Product: [NH2:20][C:11]1[C:10]2[N:9]=[C:8]([CH2:21][O:22][CH2:23][CH3:24])[N:7]([CH2:6][CH2:5][O:4][CH2:3][CH2:2][NH:1][S:33]([CH3:32])(=[O:35])=[O:34])[C:19]=2[C:18]2[CH:17]=[CH:16][CH:15]=[CH:14][C:13]=2[N:12]=1. The catalyst class is: 34.